This data is from Catalyst prediction with 721,799 reactions and 888 catalyst types from USPTO. The task is: Predict which catalyst facilitates the given reaction. (1) Reactant: [OH:1][C:2]1[CH:3]=[C:4]([CH:7]=[CH:8][CH:9]=1)[CH:5]=[O:6].[CH3:10][C:11]1[CH:16]=[CH:15][C:14](B(O)O)=[CH:13][CH:12]=1.C(N(CC)CC)C. Product: [CH3:10][C:11]1[CH:16]=[CH:15][C:14]([O:1][C:2]2[CH:3]=[C:4]([CH:7]=[CH:8][CH:9]=2)[CH:5]=[O:6])=[CH:13][CH:12]=1. The catalyst class is: 4. (2) Reactant: [NH2:1][C:2]1[C:10]([Br:11])=[CH:9][CH:8]=[CH:7][C:3]=1[C:4](O)=[O:5].[NH2:12][C:13](N)=[O:14]. Product: [Br:11][C:10]1[CH:9]=[CH:8][CH:7]=[C:3]2[C:2]=1[NH:1][C:13](=[O:14])[NH:12][C:4]2=[O:5]. The catalyst class is: 6. (3) Reactant: O1CCOCC1.[ClH:7].[OH:8][CH:9]1[CH2:13][O:12][CH2:11][CH:10]1[NH:14][NH:15]C(OC(C)(C)C)=O. Product: [ClH:7].[NH:14]([CH:10]1[CH2:11][O:12][CH2:13][CH:9]1[OH:8])[NH2:15]. The catalyst class is: 5. (4) Reactant: C[O:2][C:3]([C:5]1([Cl:30])[C:7]2([CH2:12][CH2:11][C:10]([C:28]#[N:29])([C:13]3[C:21]4[C:20]5[CH:22]=[CH:23][CH:24]=[CH:25][C:19]=5[O:18][C:17]=4[C:16]([O:26][CH3:27])=[CH:15][CH:14]=3)[CH2:9][CH2:8]2)[O:6]1)=[O:4].C[O-].[Na+].Cl. Product: [Cl:30][C:5]1([C:3]([OH:4])=[O:2])[C:7]2([CH2:8][CH2:9][C:10]([C:28]#[N:29])([C:13]3[C:21]4[C:20]5[CH:22]=[CH:23][CH:24]=[CH:25][C:19]=5[O:18][C:17]=4[C:16]([O:26][CH3:27])=[CH:15][CH:14]=3)[CH2:11][CH2:12]2)[O:6]1. The catalyst class is: 40. (5) Reactant: Cl[C:2]1[C:3]([CH:5]=[C:6]([NH:10][C:11]2[C:20]3[C:15](=[CH:16][C:17]([O:23][CH2:24][CH2:25][O:26][CH3:27])=[C:18]([O:21][CH3:22])[CH:19]=3)[N:14]=[CH:13][N:12]=2)[C:7](=[O:9])[CH:8]=1)=[O:4].[CH3:28][C:29]1[CH:34]=[CH:33][CH:32]=[CH:31][C:30]=1[OH:35].C(=O)([O-])[O-].[K+].[K+]. Product: [CH3:22][O:21][C:18]1[CH:19]=[C:20]2[C:15](=[CH:16][C:17]=1[O:23][CH2:24][CH2:25][O:26][CH3:27])[N:14]=[CH:13][N:12]=[C:11]2[NH:10][C:6]1[C:7]([CH:8]=[C:2]([O:35][C:30]2[CH:31]=[CH:32][CH:33]=[CH:34][C:29]=2[CH3:28])[C:3](=[O:4])[CH:5]=1)=[O:9]. The catalyst class is: 21. (6) Reactant: [Br:1][C:2]1[CH:10]=[CH:9][C:5]([C:6]([OH:8])=O)=[CH:4][C:3]=1[O:11][CH2:12][CH2:13][C:14]1[CH:15]=[C:16]([CH3:20])[CH:17]=[CH:18][CH:19]=1.C1C=CC2N(O)N=NC=2C=1.Cl.[CH3:32][O:33][C:34]([C:36]1([NH2:45])[CH2:44][C:43]2[C:38](=[CH:39][CH:40]=[CH:41][CH:42]=2)[CH2:37]1)=[O:35].C(Cl)CCl. Product: [CH3:32][O:33][C:34]([C:36]1([NH:45][C:6](=[O:8])[C:5]2[CH:9]=[CH:10][C:2]([Br:1])=[C:3]([O:11][CH2:12][CH2:13][C:14]3[CH:15]=[C:16]([CH3:20])[CH:17]=[CH:18][CH:19]=3)[CH:4]=2)[CH2:44][C:43]2[C:38](=[CH:39][CH:40]=[CH:41][CH:42]=2)[CH2:37]1)=[O:35]. The catalyst class is: 3. (7) The catalyst class is: 4. Product: [NH2:1][C:2]1[C:10]([N+:11]([O-:13])=[O:12])=[CH:9][C:5]([C:6]([Cl:17])=[O:7])=[C:4]([Cl:14])[CH:3]=1. Reactant: [NH2:1][C:2]1[C:10]([N+:11]([O-:13])=[O:12])=[CH:9][C:5]([C:6](O)=[O:7])=[C:4]([Cl:14])[CH:3]=1.S(Cl)([Cl:17])=O. (8) Reactant: [N:1]1[C:10]2[C:5](=[CH:6][CH:7]=[CH:8][CH:9]=2)[CH:4]=[CH:3][C:2]=1[CH2:11][O:12][C:13]1[CH:18]=[CH:17][C:16]([CH2:19][C:20](Cl)=[O:21])=[CH:15][CH:14]=1.[OH:23][C:24]1([C:27]([O:29][CH3:30])=[O:28])[CH2:26][CH2:25]1. Product: [N:1]1[C:10]2[C:5](=[CH:6][CH:7]=[CH:8][CH:9]=2)[CH:4]=[CH:3][C:2]=1[CH2:11][O:12][C:13]1[CH:18]=[CH:17][C:16]([CH2:19][C:20]([O:23][C:24]2([C:27]([O:29][CH3:30])=[O:28])[CH2:26][CH2:25]2)=[O:21])=[CH:15][CH:14]=1. The catalyst class is: 64.